From a dataset of Reaction yield outcomes from USPTO patents with 853,638 reactions. Predict the reaction yield, written as a fraction of the theoretical maximum amount of product (1.0 means a 100% yield; for example, 0.34 means a 34% yield). (1) The catalyst is CN(C=O)C. The reactants are [Cl:1][C:2]1[C:3]([C:10]([O:12][CH3:13])=[O:11])=[N:4][C:5]([Cl:9])=[CH:6][C:7]=1Cl.[CH3:14][NH:15][CH:16]1[CH2:21][CH2:20][O:19][CH2:18][CH2:17]1. The yield is 0.140. The product is [Cl:1][C:2]1[C:3]([C:10]([O:12][CH3:13])=[O:11])=[N:4][C:5]([Cl:9])=[CH:6][C:7]=1[N:15]([CH3:14])[CH:16]1[CH2:21][CH2:20][O:19][CH2:18][CH2:17]1. (2) The reactants are [OH:1][C:2]1[CH:3]=[C:4]([NH:8][C:9](=[O:11])[CH3:10])[CH:5]=[CH:6][CH:7]=1.C(NC1C=C(OC(=O)C)C=CC=1)=O.[CH3:25][C:26](=[CH2:30])[CH2:27][CH2:28]O.CCOC(/N=N/C(OCC)=O)=O.C1C=CC(P(C2C=CC=CC=2)C2C=CC=CC=2)=CC=1. The catalyst is C1C=CC=CC=1.O. The product is [CH3:30][C:26](=[CH2:25])[CH2:27][CH2:28][O:1][C:2]1[CH:3]=[C:4]([NH:8][C:9](=[O:11])[CH3:10])[CH:5]=[CH:6][CH:7]=1. The yield is 0.520. (3) The reactants are [CH3:1][O:2][CH2:3][CH2:4][CH2:5][O:6][C:7]1[CH:8]=[C:9]2[C:13](=[C:14]([N:16]([CH3:26])[S:17]([C:20]3[CH:25]=[CH:24][CH:23]=[CH:22][N:21]=3)(=[O:19])=[O:18])[CH:15]=1)[NH:12][C:11]([C:27]1[S:28][CH:29]([CH2:32][N:33]3[CH2:38][CH2:37][S:36][CH2:35][CH2:34]3)[CH2:30][N:31]=1)=[CH:10]2.CO.[OH:41]OS([O-])=O.[K+].S([O-])([O-])=O.[Na+].[Na+]. The catalyst is O1CCCC1.O. The product is [CH3:1][O:2][CH2:3][CH2:4][CH2:5][O:6][C:7]1[CH:8]=[C:9]2[C:13](=[C:14]([N:16]([CH3:26])[S:17]([C:20]3[CH:25]=[CH:24][CH:23]=[CH:22][N:21]=3)(=[O:19])=[O:18])[CH:15]=1)[NH:12][C:11]([C:27]1[S:28][CH:29]([CH2:32][N:33]3[CH2:34][CH2:35][S:36](=[O:41])[CH2:37][CH2:38]3)[CH2:30][N:31]=1)=[CH:10]2. The yield is 0.320. (4) The reactants are [Cl:1][C:2]1[C:3]([F:31])=[C:4]([NH:8][C:9]2[C:18]3[C:13](=[CH:14][C:15]([O:29][CH3:30])=[C:16]([CH2:19][N:20]([CH3:28])[C:21]4([C:25]([NH2:27])=[O:26])[CH2:24][NH:23][CH2:22]4)[CH:17]=3)[N:12]=[CH:11][N:10]=2)[CH:5]=[CH:6][CH:7]=1.C(N(C(C)C)CC)(C)C.Cl[CH2:42][CH2:43][OH:44].[I-].[K+]. The catalyst is C(#N)C. The product is [Cl:1][C:2]1[C:3]([F:31])=[C:4]([NH:8][C:9]2[C:18]3[C:13](=[CH:14][C:15]([O:29][CH3:30])=[C:16]([CH2:19][N:20]([CH3:28])[C:21]4([C:25]([NH2:27])=[O:26])[CH2:24][N:23]([CH2:42][CH2:43][OH:44])[CH2:22]4)[CH:17]=3)[N:12]=[CH:11][N:10]=2)[CH:5]=[CH:6][CH:7]=1. The yield is 0.110. (5) The reactants are [CH3:1][O:2][C:3]1[CH:8]=[CH:7][CH:6]=[C:5]([NH2:9])[CH:4]=1.[C:10]1([CH:16]([C:22](OCC)=[O:23])[C:17](OCC)=[O:18])[CH:15]=[CH:14][CH:13]=[CH:12][CH:11]=1. The catalyst is C1(OC2C=CC=CC=2)C=CC=CC=1. The product is [C:10]1([C:16]2[C:17](=[O:18])[NH:9][C:5]3[C:6]([C:22]=2[OH:23])=[CH:7][CH:8]=[C:3]([O:2][CH3:1])[CH:4]=3)[CH:15]=[CH:14][CH:13]=[CH:12][CH:11]=1. The yield is 0.920.